Dataset: Reaction yield outcomes from USPTO patents with 853,638 reactions. Task: Predict the reaction yield, written as a fraction of the theoretical maximum amount of product (1.0 means a 100% yield; for example, 0.34 means a 34% yield). (1) The reactants are C([C:5]1[CH:6]=[C:7](C2OC=C(CCO)N=2)[CH:8]=[C:9](C(C)(C)C)[C:10]=1[OH:11])(C)(C)C.C(NCC[C:31]1[CH:36]=[CH:35][C:34](O)=[CH:33][CH:32]=1)(=O)CC.C1(P(C2C=CC=CC=2)C2C=CC=CC=2)C=CC=CC=1.CCOC(/N=N/C(OCC)=O)=O. The catalyst is O1CCCC1. The product is [C:31]1([O:11][C:10]2[CH:5]=[CH:6][CH:7]=[CH:8][CH:9]=2)[CH:36]=[CH:35][CH:34]=[CH:33][CH:32]=1. The yield is 0.360. (2) The product is [CH:1]([C:4]1[CH:9]=[CH:8][CH:7]=[CH:6][C:5]=1[N:10]=[C:11]1[N:16]([C:29](=[O:32])[CH2:30][CH3:31])[CH2:15][C:14]([CH3:18])([CH3:17])[CH2:13][S:12]1)([CH3:3])[CH3:2]. The catalyst is O. The yield is 0.560. The reactants are [CH:1]([C:4]1[CH:9]=[CH:8][CH:7]=[CH:6][C:5]=1[N:10]=[C:11]1[N:16]=[CH:15][C:14]([CH3:18])([CH3:17])[CH2:13][S:12]1)([CH3:3])[CH3:2].C(N(CC)CC)C.ClCCl.[C:29](Cl)(=[O:32])[CH2:30][CH3:31].